This data is from Reaction yield outcomes from USPTO patents with 853,638 reactions. The task is: Predict the reaction yield, written as a fraction of the theoretical maximum amount of product (1.0 means a 100% yield; for example, 0.34 means a 34% yield). (1) The reactants are Br[C:2]1[CH:3]=[CH:4][C:5]([C:8]2([OH:36])[CH2:13][CH2:12][CH:11]([NH:14][C@H:15]3[CH2:19][CH2:18][N:17]([C:20](=[O:35])[CH2:21][NH:22][C:23](=[O:34])[C:24]4[CH:29]=[CH:28][CH:27]=[C:26]([C:30]([F:33])([F:32])[F:31])[CH:25]=4)[CH2:16]3)[CH2:10][CH2:9]2)=[N:6][CH:7]=1.[CH:37]([C:39]1[CH:44]=[CH:43][CH:42]=[CH:41][C:40]=1B(O)O)=[O:38].N#N.ClCCl. The catalyst is CN(C=O)C.C(=O)([O-])[O-].[Na+].[Na+].Cl[Pd]Cl.C1(P(C2C=CC=CC=2)[C-]2C=CC=C2)C=CC=CC=1.[C-]1(P(C2C=CC=CC=2)C2C=CC=CC=2)C=CC=C1.[Fe+2]. The product is [CH:37]([C:39]1[CH:44]=[CH:43][CH:42]=[CH:41][C:40]=1[C:2]1[CH:3]=[CH:4][C:5]([C:8]2([OH:36])[CH2:13][CH2:12][CH:11]([NH:14][C@H:15]3[CH2:19][CH2:18][N:17]([C:20](=[O:35])[CH2:21][NH:22][C:23](=[O:34])[C:24]4[CH:29]=[CH:28][CH:27]=[C:26]([C:30]([F:32])([F:31])[F:33])[CH:25]=4)[CH2:16]3)[CH2:10][CH2:9]2)=[N:6][CH:7]=1)=[O:38]. The yield is 0.530. (2) The reactants are [N:1]1[CH:6]=[CH:5][CH:4]=[C:3]([NH:7][C:8](=[O:15])OCC(Cl)(Cl)Cl)[N:2]=1.Cl.Cl.[C:18]1([C:24]2[CH:29]=[C:28]([N:30]3[CH2:35][CH2:34][NH:33][CH2:32][CH2:31]3)[N:27]=[CH:26][N:25]=2)[CH:23]=[CH:22][CH:21]=[CH:20][CH:19]=1. No catalyst specified. The product is [C:18]1([C:24]2[N:25]=[CH:26][N:27]=[C:28]([N:30]3[CH2:35][CH2:34][N:33]([C:8]([NH:7][C:3]4[N:2]=[N:1][CH:6]=[CH:5][CH:4]=4)=[O:15])[CH2:32][CH2:31]3)[CH:29]=2)[CH:19]=[CH:20][CH:21]=[CH:22][CH:23]=1. The yield is 0.490. (3) The reactants are O.[ClH:2].[OH:3][C:4]([C:34]1[CH:39]=[CH:38][CH:37]=[CH:36][CH:35]=1)([C:28]1[CH:33]=[CH:32][CH:31]=[CH:30][CH:29]=1)[CH:5]1[CH2:10][CH2:9][N:8]([CH2:11][CH2:12][CH2:13][CH:14]([C:16]2[CH:21]=[CH:20][C:19]([C:22]([CH3:27])([CH3:26])[C:23]([OH:25])=[O:24])=[CH:18][CH:17]=2)[OH:15])[CH2:7][CH2:6]1.O. The catalyst is C(C(C)=O)C. The product is [ClH:2].[OH:3][C:4]([C:34]1[CH:35]=[CH:36][CH:37]=[CH:38][CH:39]=1)([C:28]1[CH:29]=[CH:30][CH:31]=[CH:32][CH:33]=1)[CH:5]1[CH2:10][CH2:9][N:8]([CH2:11][CH2:12][CH2:13][CH:14]([C:16]2[CH:21]=[CH:20][C:19]([C:22]([CH3:27])([CH3:26])[C:23]([OH:25])=[O:24])=[CH:18][CH:17]=2)[OH:15])[CH2:7][CH2:6]1. The yield is 0.999.